From a dataset of NCI-60 drug combinations with 297,098 pairs across 59 cell lines. Regression. Given two drug SMILES strings and cell line genomic features, predict the synergy score measuring deviation from expected non-interaction effect. Drug 1: C1=CN(C(=O)N=C1N)C2C(C(C(O2)CO)O)O.Cl. Drug 2: C1C(C(OC1N2C=NC(=NC2=O)N)CO)O. Cell line: HCT116. Synergy scores: CSS=62.6, Synergy_ZIP=9.06, Synergy_Bliss=12.6, Synergy_Loewe=0.0263, Synergy_HSA=14.2.